This data is from Reaction yield outcomes from USPTO patents with 853,638 reactions. The task is: Predict the reaction yield, written as a fraction of the theoretical maximum amount of product (1.0 means a 100% yield; for example, 0.34 means a 34% yield). The reactants are Br[C:2]1[N:3]=[C:4]([C:16](=[O:31])[N:17](C(OC(C)(C)C)=O)[C:18]2[CH:23]=[CH:22][CH:21]=[CH:20][CH:19]=2)[C:5]([NH:8]C(=O)OC(C)(C)C)=[N:6][CH:7]=1.C(=O)([O-])[O-].[Cs+].[Cs+].[N:38]1[CH:43]=[CH:42][CH:41]=[C:40]([NH2:44])[CH:39]=1.C1(P(C2CCCCC2)C2C=CC=CC=2C2C=CC=CC=2N(C)C)CCCCC1.C1(C=CC(=O)C=CC2C=CC=CC=2)C=CC=CC=1. The catalyst is C1(C)C=CC=CC=1.[Pd]. The product is [NH2:8][C:5]1[C:4]([C:16]([NH:17][C:18]2[CH:19]=[CH:20][CH:21]=[CH:22][CH:23]=2)=[O:31])=[N:3][C:2]([NH:44][C:40]2[CH:39]=[N:38][CH:43]=[CH:42][CH:41]=2)=[CH:7][N:6]=1. The yield is 0.190.